This data is from Forward reaction prediction with 1.9M reactions from USPTO patents (1976-2016). The task is: Predict the product of the given reaction. (1) Given the reactants [N+:1]([C:4]1[CH:5]=[N:6][C:7]2[C:12]([C:13]=1[NH:14][CH2:15][C:16]([CH3:19])([NH2:18])[CH3:17])=[CH:11][CH:10]=[C:9]([C:20]1[CH:25]=[CH:24][CH:23]=[CH:22][CH:21]=1)[CH:8]=2)([O-:3])=[O:2].[CH:26]1([N:32]=[C:33]=[O:34])[CH2:31][CH2:30][CH2:29][CH2:28][CH2:27]1, predict the reaction product. The product is: [CH:26]1([NH:32][C:33]([NH:18][C:16]([CH3:19])([CH3:17])[CH2:15][NH:14][C:13]2[C:12]3[C:7](=[CH:8][C:9]([C:20]4[CH:21]=[CH:22][CH:23]=[CH:24][CH:25]=4)=[CH:10][CH:11]=3)[N:6]=[CH:5][C:4]=2[N+:1]([O-:3])=[O:2])=[O:34])[CH2:31][CH2:30][CH2:29][CH2:28][CH2:27]1. (2) Given the reactants [Cl:1][C:2]1[C:3]([CH:8]([NH2:22])[C:9]2[CH:14]=[CH:13][C:12]([O:15][C:16]3[CH:21]=[CH:20][CH:19]=[CH:18][CH:17]=3)=[CH:11][CH:10]=2)=[N:4][CH:5]=[CH:6][N:7]=1.CCN(C(C)C)C(C)C.CN(C(ON1N=N[C:42]2[CH:43]=[CH:44][CH:45]=[CH:46][C:41]1=2)=[N+](C)C)C.[B-](F)(F)(F)F.CN(C=[O:58])C, predict the reaction product. The product is: [Cl:1][C:2]1[C:3]([CH:8]([NH:22][C:41]([CH:46]2[CH2:42][CH2:43][CH2:44][CH2:45]2)=[O:58])[C:9]2[CH:10]=[CH:11][C:12]([O:15][C:16]3[CH:21]=[CH:20][CH:19]=[CH:18][CH:17]=3)=[CH:13][CH:14]=2)=[N:4][CH:5]=[CH:6][N:7]=1. (3) Given the reactants [NH2:1][C:2]1[C:3](=[O:24])[NH:4][C:5]2[C:11]([O:12][C:13]3[C:22]4[C:17](=[CH:18][CH:19]=[CH:20][CH:21]=4)[C:16]([NH2:23])=[CH:15][CH:14]=3)=[CH:10][CH:9]=[N:8][C:6]=2[N:7]=1.[F:25][C:26]1[CH:31]=[CH:30][C:29]([C:32]([F:35])([F:34])[F:33])=[CH:28][C:27]=1[N:36]=[C:37]=[O:38], predict the reaction product. The product is: [NH2:1][C:2]1[C:3](=[O:24])[NH:4][C:5]2[C:11]([O:12][C:13]3[C:22]4[C:17](=[CH:18][CH:19]=[CH:20][CH:21]=4)[C:16]([NH:23][C:37]([NH:36][C:27]4[CH:28]=[C:29]([C:32]([F:33])([F:35])[F:34])[CH:30]=[CH:31][C:26]=4[F:25])=[O:38])=[CH:15][CH:14]=3)=[CH:10][CH:9]=[N:8][C:6]=2[N:7]=1. (4) Given the reactants [Cl:1][C:2]1[N:3]=[C:4]([Cl:11])[C:5]2[NH:10][CH:9]=[CH:8][C:6]=2[N:7]=1.[CH3:12][C:13]1[CH:18]=[CH:17][C:16]([S:19](Cl)(=[O:21])=[O:20])=[CH:15][CH:14]=1.ClC1N=C(Cl)C2C=CN(S(C3C=CC(C)=CC=3)(=O)=O)C=2N=1, predict the reaction product. The product is: [Cl:1][C:2]1[N:3]=[C:4]([Cl:11])[C:5]2[N:10]([S:19]([C:16]3[CH:17]=[CH:18][C:13]([CH3:12])=[CH:14][CH:15]=3)(=[O:21])=[O:20])[CH:9]=[CH:8][C:6]=2[N:7]=1.